Dataset: Caco-2 cell permeability data measuring drug intestinal absorption for ~900 compounds. Task: Regression/Classification. Given a drug SMILES string, predict its absorption, distribution, metabolism, or excretion properties. Task type varies by dataset: regression for continuous measurements (e.g., permeability, clearance, half-life) or binary classification for categorical outcomes (e.g., BBB penetration, CYP inhibition). For this dataset (caco2_wang), we predict Y. The Y is -4.70 log Papp (cm/s). The drug is COc1ccc2c(O[C@@H]3C[C@H]4C(=O)N[C@]5(C(=O)NS(=O)(=O)C6CC6)C[C@H]5/C=C\CCCCN(C)C(=O)[C@@H]4C3)nc(-c3ccc(F)cc3)nc2c1.